From a dataset of Catalyst prediction with 721,799 reactions and 888 catalyst types from USPTO. Predict which catalyst facilitates the given reaction. (1) Reactant: [CH:1]([C:3]1[CH:12]=[C:11]2[C:6]([CH:7]=[C:8]([OH:16])[C:9]([C:13]([OH:15])=[O:14])=[CH:10]2)=[CH:5][CH:4]=1)=O.C(O)(=O)C.[CH3:21][CH:22]([C:24]1[CH:30]=[CH:29][C:27]([NH2:28])=[CH:26][CH:25]=1)[CH3:23].C([BH3-])#N.[Na+].Cl. Product: [OH:16][C:8]1[C:9]([C:13]([OH:15])=[O:14])=[CH:10][C:11]2[C:6]([CH:7]=1)=[CH:5][CH:4]=[C:3]([CH2:1][NH:28][C:27]1[CH:29]=[CH:30][C:24]([CH:22]([CH3:23])[CH3:21])=[CH:25][CH:26]=1)[CH:12]=2. The catalyst class is: 5. (2) Reactant: Br[C:2]1[CH:7]=[CH:6][CH:5]=[CH:4][CH:3]=1.[Li]CCCC.[CH3:13][C:14]1[CH:32]=[C:31]([O:33][Si:34]([CH:41]([CH3:43])[CH3:42])([CH:38]([CH3:40])[CH3:39])[CH:35]([CH3:37])[CH3:36])[CH:30]=[C:29]([CH3:44])[C:15]=1[CH2:16][C:17]1[CH:18]=[CH:19][C:20]([O:25][CH2:26][O:27][CH3:28])=[C:21]([CH:24]=1)[CH:22]=[O:23]. Product: [CH3:44][C:29]1[CH:30]=[C:31]([O:33][Si:34]([CH:41]([CH3:43])[CH3:42])([CH:35]([CH3:37])[CH3:36])[CH:38]([CH3:40])[CH3:39])[CH:32]=[C:14]([CH3:13])[C:15]=1[CH2:16][C:17]1[CH:18]=[CH:19][C:20]([O:25][CH2:26][O:27][CH3:28])=[C:21]([CH:22]([C:2]2[CH:7]=[CH:6][CH:5]=[CH:4][CH:3]=2)[OH:23])[CH:24]=1. The catalyst class is: 1.